Dataset: Reaction yield outcomes from USPTO patents with 853,638 reactions. Task: Predict the reaction yield, written as a fraction of the theoretical maximum amount of product (1.0 means a 100% yield; for example, 0.34 means a 34% yield). (1) The reactants are [F:1][C:2]([F:22])([F:21])[CH2:3][S:4][C:5]1[CH:10]=[C:9]([C:11]2[C:12]([C:16]([F:19])([F:18])[F:17])=[N:13][NH:14][CH:15]=2)[CH:8]=[CH:7][C:6]=1[CH3:20].S([O-])([O-])=[O:24].[Na+].[Na+]. The catalyst is C(Cl)(Cl)Cl. The product is [F:22][C:2]([F:1])([F:21])[CH2:3][S:4]([C:5]1[CH:10]=[C:9]([C:11]2[C:12]([C:16]([F:17])([F:18])[F:19])=[N:13][NH:14][CH:15]=2)[CH:8]=[CH:7][C:6]=1[CH3:20])=[O:24]. The yield is 0.371. (2) The reactants are [C:1]([S:5]([NH:7][C@H:8]([C:20]1[CH:25]=[CH:24][C:23]([O:26][CH2:27][C:28]([F:31])([F:30])[F:29])=[CH:22][N:21]=1)[C:9]1[N:10]=[N:11][N:12]([C:14]([CH3:19])([CH3:18])[C:15]([OH:17])=[O:16])[CH:13]=1)=[O:6])([CH3:4])([CH3:3])[CH3:2].[Si](C=[N+]=[N-])(C)(C)[CH3:33]. The catalyst is C1(C)C=CC=CC=1.CO. The product is [C:1]([S:5]([NH:7][C@H:8]([C:20]1[CH:25]=[CH:24][C:23]([O:26][CH2:27][C:28]([F:30])([F:29])[F:31])=[CH:22][N:21]=1)[C:9]1[N:10]=[N:11][N:12]([C:14]([CH3:19])([CH3:18])[C:15]([O:17][CH3:33])=[O:16])[CH:13]=1)=[O:6])([CH3:2])([CH3:3])[CH3:4]. The yield is 0.380. (3) The product is [CH2:1]([O:3][C:4]([C:6]1[N:7]=[C:8]([C:20]2[CH:25]=[CH:24][C:23]([Cl:26])=[CH:22][CH:21]=2)[N:9]([C:13]2[CH:18]=[CH:17][CH:16]=[CH:15][C:14]=2[F:19])[C:10]=1[CH2:11][NH:32][CH:27]1[CH2:31][CH2:30][CH2:29][CH2:28]1)=[O:5])[CH3:2]. The reactants are [CH2:1]([O:3][C:4]([C:6]1[N:7]=[C:8]([C:20]2[CH:25]=[CH:24][C:23]([Cl:26])=[CH:22][CH:21]=2)[N:9]([C:13]2[CH:18]=[CH:17][CH:16]=[CH:15][C:14]=2[F:19])[C:10]=1[CH:11]=O)=[O:5])[CH3:2].[CH:27]1([NH2:32])[CH2:31][CH2:30][CH2:29][CH2:28]1.[BH-](OC(C)=O)(OC(C)=O)OC(C)=O.[Na+]. The catalyst is ClC(Cl)C. The yield is 0.570. (4) The reactants are N1C(C2C=CC([C:12]3[C:21](C)=[CH:20][C:19]4[C:14](=[CH:15][CH:16]=[C:17]([O:23][CH3:24])[CH:18]=4)[N:13]=3)=CC=2)=NN=N1.[F:25][C:26]1[CH:27]=[C:28]([CH:33]=[CH:34][C:35]=1B1OC(C)(C)C(C)(C)O1)[C:29]([O:31][CH3:32])=[O:30].C(=O)([O-])[O-].[Na+].[Na+]. The catalyst is O1CCOCC1.O.C1C=CC(P(C2C=CC=CC=2)[C-]2C=CC=C2)=CC=1.C1C=CC(P(C2C=CC=CC=2)[C-]2C=CC=C2)=CC=1.Cl[Pd]Cl.[Fe+2]. The product is [F:25][C:26]1[CH:27]=[C:28]([CH:33]=[CH:34][C:35]=1[C:12]1[CH:21]=[CH:20][C:19]2[C:14](=[CH:15][CH:16]=[C:17]([O:23][CH3:24])[CH:18]=2)[N:13]=1)[C:29]([O:31][CH3:32])=[O:30]. The yield is 0.460. (5) The reactants are C([O:3][CH:4](OCC)[C:5]1[CH:10]=[CH:9][C:8]([CH:11]2[NH:23][C:21]3[C:22]4[C:13](=[N:14][NH:15][C:16](=[O:24])[C:17]=4[CH:18]=[CH:19][CH:20]=3)[CH:12]2[C:25]2[N:26]([CH3:30])[CH:27]=[CH:28][N:29]=2)=[CH:7][CH:6]=1)C.Cl.C([O-])([O-])=O.[K+].[K+]. No catalyst specified. The product is [CH3:30][N:26]1[CH:27]=[CH:28][N:29]=[C:25]1[CH:12]1[C:13]2=[N:14][NH:15][C:16](=[O:24])[C:17]3[CH:18]=[CH:19][CH:20]=[C:21]([C:22]=32)[NH:23][CH:11]1[C:8]1[CH:9]=[CH:10][C:5]([CH:4]=[O:3])=[CH:6][CH:7]=1. The yield is 0.700. (6) The catalyst is C1(C)C=CC=CC=1.C1C=CC(/C=C/C(/C=C/C2C=CC=CC=2)=O)=CC=1.C1C=CC(/C=C/C(/C=C/C2C=CC=CC=2)=O)=CC=1.C1C=CC(/C=C/C(/C=C/C2C=CC=CC=2)=O)=CC=1.C(Cl)(Cl)Cl.[Pd].[Pd]. The yield is 1.00. The product is [N:11]1[CH:10]=[C:9]([O:8][C:4]2[CH:3]=[C:2]([NH:16][C:15](=[O:22])[O:17][C:18]([CH3:21])([CH3:20])[CH3:19])[CH:7]=[N:6][CH:5]=2)[CH:14]=[N:13][CH:12]=1. The reactants are Br[C:2]1[CH:3]=[C:4]([O:8][C:9]2[CH:10]=[N:11][CH:12]=[N:13][CH:14]=2)[CH:5]=[N:6][CH:7]=1.[C:15](=[O:22])([O:17][C:18]([CH3:21])([CH3:20])[CH3:19])[NH2:16].CC(C)([O-])C.[Na+].C(P(C(C)(C)C)C1C=CC=CC=1C1C(C(C)C)=CC(C(C)C)=CC=1C(C)C)(C)(C)C. (7) The reactants are [CH3:1][C:2]1[CH:7]=[C:6]([CH3:8])[CH:5]=[C:4]([CH3:9])[C:3]=1[NH:10][C:11]([NH:13][C:14]1[C:19]([CH3:20])=[CH:18][C:17]([CH3:21])=[CH:16][C:15]=1[CH3:22])=O.C1C=CC(P(C2C=CC=CC=2)C2C=CC=CC=2)=CC=1.BrBr.CCN(CC)CC.NC(N)=O. The catalyst is C(Cl)Cl.C(Cl)(Cl)Cl. The product is [CH3:1][C:2]1[CH:7]=[C:6]([CH3:8])[CH:5]=[C:4]([CH3:9])[C:3]=1[N:10]=[C:11]=[N:13][C:14]1[C:19]([CH3:20])=[CH:18][C:17]([CH3:21])=[CH:16][C:15]=1[CH3:22]. The yield is 0.580. (8) The reactants are [OH-].[Na+].[C:11](O[C:11]([O:13][C:14]([CH3:17])([CH3:16])[CH3:15])=[O:12])([O:13][C:14]([CH3:17])([CH3:16])[CH3:15])=[O:12].[NH2:18][CH:19]1[CH2:24][CH2:23][CH:22]([C:25]([OH:27])=[O:26])[CH2:21][CH2:20]1. The catalyst is O.C(O)(C)(C)C. The product is [C:14]([O:13][C:11]([NH:18][CH:19]1[CH2:24][CH2:23][CH:22]([C:25]([OH:27])=[O:26])[CH2:21][CH2:20]1)=[O:12])([CH3:15])([CH3:16])[CH3:17]. The yield is 0.900. (9) The reactants are [CH3:1][N:2]([CH3:28])[C:3]1[N:8]=[CH:7][C:6]([C:9]2[C:10]([CH3:26])=[N:11][N:12]3[C:17]([N:18]([CH2:22][CH2:23][CH3:24])[CH2:19][CH2:20][CH3:21])=[CH:16][C:15]([CH3:25])=[N:14][C:13]=23)=[C:5]([CH3:27])[CH:4]=1.[ClH:29]. The catalyst is C(OCC)C.C(Cl)Cl. The product is [ClH:29].[CH3:28][N:2]([CH3:1])[C:3]1[N:8]=[CH:7][C:6]([C:9]2[C:10]([CH3:26])=[N:11][N:12]3[C:17]([N:18]([CH2:19][CH2:20][CH3:21])[CH2:22][CH2:23][CH3:24])=[CH:16][C:15]([CH3:25])=[N:14][C:13]=23)=[C:5]([CH3:27])[CH:4]=1. The yield is 0.980.